Dataset: Peptide-MHC class I binding affinity with 185,985 pairs from IEDB/IMGT. Task: Regression. Given a peptide amino acid sequence and an MHC pseudo amino acid sequence, predict their binding affinity value. This is MHC class I binding data. (1) The peptide sequence is LARQHIAAL. The MHC is HLA-B39:01 with pseudo-sequence HLA-B39:01. The binding affinity (normalized) is 0.0847. (2) The peptide sequence is QFKDNVILL. The MHC is HLA-A01:01 with pseudo-sequence HLA-A01:01. The binding affinity (normalized) is 0. (3) The peptide sequence is KLMPICMDV. The MHC is HLA-A02:06 with pseudo-sequence HLA-A02:06. The binding affinity (normalized) is 0.768. (4) The peptide sequence is EISGLRPGE. The MHC is HLA-B08:01 with pseudo-sequence HLA-B08:01. The binding affinity (normalized) is 0.0847. (5) The peptide sequence is RPRLCTREEF. The MHC is HLA-A02:01 with pseudo-sequence HLA-A02:01. The binding affinity (normalized) is 0. (6) The peptide sequence is RISGVDRYY. The MHC is Mamu-B8301 with pseudo-sequence Mamu-B8301. The binding affinity (normalized) is 0. (7) The peptide sequence is KGPDKLQVY. The MHC is HLA-B08:01 with pseudo-sequence HLA-B08:01. The binding affinity (normalized) is 0.0847. (8) The binding affinity (normalized) is 0.152. The MHC is HLA-B44:02 with pseudo-sequence HLA-B44:02. The peptide sequence is YLQQNWWTL. (9) The peptide sequence is EGAQPGLLSY. The MHC is HLA-A01:01 with pseudo-sequence HLA-A01:01. The binding affinity (normalized) is 0.0707.